This data is from Peptide-MHC class II binding affinity with 134,281 pairs from IEDB. The task is: Regression. Given a peptide amino acid sequence and an MHC pseudo amino acid sequence, predict their binding affinity value. This is MHC class II binding data. (1) The peptide sequence is KLALGGSIAVKITEH. The MHC is DRB1_1101 with pseudo-sequence DRB1_1101. The binding affinity (normalized) is 0.260. (2) The peptide sequence is YDKFLLNVSTVLTGK. The MHC is DRB1_0101 with pseudo-sequence DRB1_0101. The binding affinity (normalized) is 0.873. (3) The peptide sequence is KRVPMALQHFGWEVM. The MHC is DRB3_0101 with pseudo-sequence DRB3_0101. The binding affinity (normalized) is 0.271. (4) The peptide sequence is LAARTLLAAADELVG. The MHC is DRB4_0101 with pseudo-sequence DRB4_0103. The binding affinity (normalized) is 0.316. (5) The peptide sequence is ELNLLDKRQFELYKR. The MHC is DRB1_0404 with pseudo-sequence DRB1_0404. The binding affinity (normalized) is 0.334. (6) The peptide sequence is MGGLWKYLNAVSLCIHHHHHH. The MHC is DRB1_0701 with pseudo-sequence DRB1_0701. The binding affinity (normalized) is 0.573.